This data is from Reaction yield outcomes from USPTO patents with 853,638 reactions. The task is: Predict the reaction yield, written as a fraction of the theoretical maximum amount of product (1.0 means a 100% yield; for example, 0.34 means a 34% yield). (1) The reactants are Br[C:2]1[CH:18]=[CH:17][C:5]2[S:6][C:7]([C:10]3[CH:15]=[CH:14][N:13]=[C:12]([NH2:16])[N:11]=3)=[C:8]([CH3:9])[C:4]=2[CH:3]=1.C1COCC1.[C:24]([C:26]1[CH:31]=[CH:30][CH:29]=[C:28]([O:32][CH3:33])[CH:27]=1)#[CH:25]. The catalyst is O.Cl[Pd](Cl)([P](C1C=CC=CC=1)(C1C=CC=CC=1)C1C=CC=CC=1)[P](C1C=CC=CC=1)(C1C=CC=CC=1)C1C=CC=CC=1.[Cu]I. The product is [CH3:33][O:32][C:28]1[CH:27]=[C:26]([C:24]#[C:25][C:2]2[CH:18]=[CH:17][C:5]3[S:6][C:7]([C:10]4[CH:15]=[CH:14][N:13]=[C:12]([NH2:16])[N:11]=4)=[C:8]([CH3:9])[C:4]=3[CH:3]=2)[CH:31]=[CH:30][CH:29]=1. The yield is 0.470. (2) The reactants are [NH2:1][C:2]1[CH:3]=[C:4]([C:8]2[C:9]3[CH:23]=[CH:22][C:21]4[C:16](=[CH:17][CH:18]=[CH:19][CH:20]=4)[C:10]=3[NH:11][C:12](=[O:15])[CH2:13][N:14]=2)[CH:5]=[CH:6][CH:7]=1.[C:24]1([S:30](Cl)(=[O:32])=[O:31])[CH:29]=[CH:28][CH:27]=[CH:26][CH:25]=1. The catalyst is N1C=CC=CC=1. The product is [O:15]=[C:12]1[NH:11][C:10]2[C:16]3[C:21]([CH:22]=[CH:23][C:9]=2[C:8]([C:4]2[CH:3]=[C:2]([NH:1][S:30]([C:24]4[CH:29]=[CH:28][CH:27]=[CH:26][CH:25]=4)(=[O:32])=[O:31])[CH:7]=[CH:6][CH:5]=2)=[N:14][CH2:13]1)=[CH:20][CH:19]=[CH:18][CH:17]=3. The yield is 0.950. (3) The reactants are [F:1][C:2]([F:24])([F:23])[O:3][C:4]1[CH:9]=[CH:8][C:7]([N:10]2[CH:14]=[C:13]([C:15]3[CH:22]=[CH:21][C:18]([CH:19]=O)=[CH:17][CH:16]=3)[N:12]=[CH:11]2)=[CH:6][CH:5]=1.[CH3:25][O:26][C@@H:27]1[C@H:32]([O:33][CH3:34])[C@@H:31]([O:35][CH3:36])[C@H:30]([CH3:37])[O:29][C@H:28]1[O:38][NH2:39]. The catalyst is CCO. The product is [CH3:25][O:26][C@@H:27]1[C@H:32]([O:33][CH3:34])[C@@H:31]([O:35][CH3:36])[C@H:30]([CH3:37])[O:29][C@H:28]1[O:38][N:39]=[CH:19][C:18]1[CH:21]=[CH:22][C:15]([C:13]2[N:12]=[CH:11][N:10]([C:7]3[CH:8]=[CH:9][C:4]([O:3][C:2]([F:23])([F:1])[F:24])=[CH:5][CH:6]=3)[CH:14]=2)=[CH:16][CH:17]=1. The yield is 0.440. (4) The reactants are [CH2:1]([C:4]1[CH:5]=[CH:6][C:7]([O:20][CH3:21])=[C:8]([C:10]2[CH:15]=[CH:14][C:13]([O:16]CC=C)=[CH:12][CH:11]=2)[CH:9]=1)[CH:2]=[CH2:3].[Cl-].C([Al+]CC)C.[CH3:28][CH2:29][CH2:30]CCC. No catalyst specified. The product is [CH2:30]([C:14]1[CH:15]=[C:10]([C:8]2[CH:9]=[C:4]([CH2:1][CH:2]=[CH2:3])[CH:5]=[CH:6][C:7]=2[O:20][CH3:21])[CH:11]=[CH:12][C:13]=1[OH:16])[CH:29]=[CH2:28]. The yield is 1.00.